This data is from Forward reaction prediction with 1.9M reactions from USPTO patents (1976-2016). The task is: Predict the product of the given reaction. (1) Given the reactants [N+:1]([C:4]1[CH:5]=[C:6]([N:10]2[CH2:15][CH2:14][N:13]([CH2:16][CH2:17][C:18]([NH:20][NH2:21])=[O:19])[CH2:12][CH2:11]2)[CH:7]=[CH:8][CH:9]=1)([O-:3])=[O:2].[CH2:22]1[CH2:27][CH2:26][CH:25]([CH2:28][N:29]=[C:30]=[O:31])[CH2:24][CH2:23]1, predict the reaction product. The product is: [CH:25]1([CH2:28][NH:29][C:30]([NH:21][NH:20][C:18](=[O:19])[CH2:17][CH2:16][N:13]2[CH2:14][CH2:15][N:10]([C:6]3[CH:7]=[CH:8][CH:9]=[C:4]([N+:1]([O-:3])=[O:2])[CH:5]=3)[CH2:11][CH2:12]2)=[O:31])[CH2:26][CH2:27][CH2:22][CH2:23][CH2:24]1. (2) Given the reactants [CH2:1]([O:3][C:4](=[O:14])[CH2:5][CH:6]([NH:8][CH:9]1[CH2:13][CH2:12][CH2:11][CH2:10]1)[CH3:7])[CH3:2].[Cl:15][C:16]1[N:21]=[C:20](Cl)[C:19]([N+:23]([O-:25])=[O:24])=[CH:18][N:17]=1.C(=O)(O)[O-].[K+], predict the reaction product. The product is: [CH2:1]([O:3][C:4](=[O:14])[CH2:5][CH:6]([N:8]([C:18]1[C:19]([N+:23]([O-:25])=[O:24])=[CH:20][N:21]=[C:16]([Cl:15])[N:17]=1)[CH:9]1[CH2:13][CH2:12][CH2:11][CH2:10]1)[CH3:7])[CH3:2].